Task: Regression. Given two drug SMILES strings and cell line genomic features, predict the synergy score measuring deviation from expected non-interaction effect.. Dataset: NCI-60 drug combinations with 297,098 pairs across 59 cell lines Drug 1: CCC1=CC2CC(C3=C(CN(C2)C1)C4=CC=CC=C4N3)(C5=C(C=C6C(=C5)C78CCN9C7C(C=CC9)(C(C(C8N6C)(C(=O)OC)O)OC(=O)C)CC)OC)C(=O)OC.C(C(C(=O)O)O)(C(=O)O)O. Drug 2: C1=NC2=C(N1)C(=S)N=CN2. Cell line: DU-145. Synergy scores: CSS=67.7, Synergy_ZIP=-4.84, Synergy_Bliss=-5.51, Synergy_Loewe=-9.97, Synergy_HSA=-2.96.